From a dataset of Catalyst prediction with 721,799 reactions and 888 catalyst types from USPTO. Predict which catalyst facilitates the given reaction. (1) Reactant: CC1(C)O[C:6](=O)[C:5](C)([CH2:9][C:10]2[CH:15]=[CH:14][C:13]([O:16][C:17]([F:20])([F:19])[F:18])=[CH:12][CH:11]=2)[C:4](=[O:22])[O:3]1.Cl. Product: [CH3:6][CH:5]([CH2:9][C:10]1[CH:15]=[CH:14][C:13]([O:16][C:17]([F:18])([F:19])[F:20])=[CH:12][CH:11]=1)[C:4]([OH:22])=[O:3]. The catalyst class is: 12. (2) Reactant: [Si:1]([O:8][CH2:9][C:10]1[CH:19]=[CH:18][C:17]2[C:12](=[CH:13][CH:14]=[C:15]([CH2:20][OH:21])[CH:16]=2)[CH:11]=1)([C:4]([CH3:7])([CH3:6])[CH3:5])([CH3:3])[CH3:2]. Product: [Si:1]([O:8][CH2:9][C:10]1[CH:19]=[CH:18][C:17]2[C:12](=[CH:13][CH:14]=[C:15]([CH:20]=[O:21])[CH:16]=2)[CH:11]=1)([C:4]([CH3:7])([CH3:6])[CH3:5])([CH3:3])[CH3:2]. The catalyst class is: 428. (3) Reactant: [F:1][C:2]1[CH:7]=[CH:6][C:5]([S:8]([N:11]([CH2:16][C:17]([O:19]C)=[O:18])[CH2:12][CH2:13][O:14][CH3:15])(=[O:10])=[O:9])=[CH:4][CH:3]=1.[Li+].[OH-].O.Cl. The catalyst class is: 1. Product: [F:1][C:2]1[CH:3]=[CH:4][C:5]([S:8]([N:11]([CH2:16][C:17]([OH:19])=[O:18])[CH2:12][CH2:13][O:14][CH3:15])(=[O:10])=[O:9])=[CH:6][CH:7]=1. (4) Reactant: Cl[C:2]1[N:3]=[N:4][CH:5]=[C:6](Cl)[C:7]=1[Cl:8].Cl.[F:11][C:12]1[CH:17]=[CH:16][C:15]([CH:18]2[CH2:20][CH:19]2[CH2:21][NH:22][CH2:23][CH3:24])=[CH:14][CH:13]=1.C(=O)([O-])[O-].[K+].[K+].[NH2:31][NH2:32]. Product: [Cl:8][C:7]1[C:6]([N:22]([CH2:23][CH3:24])[CH2:21][CH:19]2[CH2:20][CH:18]2[C:15]2[CH:14]=[CH:13][C:12]([F:11])=[CH:17][CH:16]=2)=[CH:5][N:4]=[N:3][C:2]=1[NH:31][NH2:32]. The catalyst class is: 872. (5) Reactant: [Cl:1][C:2]1[CH:3]=[C:4]2[C:8](=[CH:9][CH:10]=1)[N:7]([C:11]([O:13][C:14]([CH3:17])([CH3:16])[CH3:15])=[O:12])[CH:6]([CH2:18][OH:19])[CH2:5]2.[H-].[Na+].[CH3:22]I.O. Product: [Cl:1][C:2]1[CH:3]=[C:4]2[C:8](=[CH:9][CH:10]=1)[N:7]([C:11]([O:13][C:14]([CH3:15])([CH3:16])[CH3:17])=[O:12])[CH:6]([CH2:18][O:19][CH3:22])[CH2:5]2. The catalyst class is: 7.